From a dataset of Full USPTO retrosynthesis dataset with 1.9M reactions from patents (1976-2016). Predict the reactants needed to synthesize the given product. (1) Given the product [NH2:1][S:2]([C:5]1[CH:6]=[CH:7][C:8]([C:9]([O:11][CH3:18])=[O:10])=[CH:12][CH:13]=1)(=[O:3])=[O:4], predict the reactants needed to synthesize it. The reactants are: [NH2:1][S:2]([C:5]1[CH:13]=[CH:12][C:8]([C:9]([OH:11])=[O:10])=[CH:7][CH:6]=1)(=[O:4])=[O:3].S(Cl)(Cl)=O.[CH3:18]O. (2) Given the product [Br:1][C:2]1[CH:3]=[CH:4][C:5]2[O:28][CH2:29][C:8]3([C:16]4[C:11](=[CH:12][CH:13]=[CH:14][CH:15]=4)[N:10]([CH2:17][C:18]4[O:19][C:20]([C:23]([F:26])([F:25])[F:24])=[CH:21][CH:22]=4)[C:9]3=[O:27])[C:6]=2[CH:7]=1, predict the reactants needed to synthesize it. The reactants are: [Br:1][C:2]1[CH:3]=[CH:4][C:5]([OH:28])=[C:6]([CH:8]2[C:16]3[C:11](=[CH:12][CH:13]=[CH:14][CH:15]=3)[N:10]([CH2:17][C:18]3[O:19][C:20]([C:23]([F:26])([F:25])[F:24])=[CH:21][CH:22]=3)[C:9]2=[O:27])[CH:7]=1.[C:29]1(C(C2C=CC=CC=2)N2C3C(=CC=CC=3)C(C3C=C(C)C(OC)=CC=3O)C2=O)C=CC=CC=1. (3) Given the product [NH2:1][C:2]1[C:7]([F:8])=[C:6]([C:9]2[CH:14]=[CH:13][C:12]([Cl:15])=[C:11]([F:16])[CH:10]=2)[N:5]=[C:4]([C:17]([O:19][CH3:20])=[O:18])[C:3]=1[I:21], predict the reactants needed to synthesize it. The reactants are: [NH2:1][C:2]1[C:7]([F:8])=[C:6]([C:9]2[CH:14]=[CH:13][C:12]([Cl:15])=[C:11]([F:16])[CH:10]=2)[N:5]=[C:4]([C:17]([O:19][CH3:20])=[O:18])[CH:3]=1.[I:21](O)(=O)(=O)=O.II. (4) Given the product [ClH:80].[CH3:79][N:51]([CH3:50])[C:52]1([C:73]2[CH:78]=[CH:77][CH:76]=[CH:75][CH:74]=2)[CH2:57][CH2:56][CH:55]([CH2:58][NH:59][C:60](=[O:72])[CH:61]([C:63]2[C:71]3[C:66](=[CH:67][CH:68]=[CH:69][CH:70]=3)[NH:65][CH:64]=2)[CH3:62])[CH2:54][CH2:53]1, predict the reactants needed to synthesize it. The reactants are: NCC1CCC(N(C)C)(C2C=CC=CC=2)CC1.[Cl-].COC1N=C(OC)N=C([N+]2(C)CCOCC2)N=1.N1C2C(=CC=CC=2)C(CCC(O)=O)=C1.[CH3:50][N:51]([CH3:79])[C:52]1([C:73]2[CH:78]=[CH:77][CH:76]=[CH:75][CH:74]=2)[CH2:57][CH2:56][CH:55]([CH2:58][NH:59][C:60](=[O:72])[CH:61]([C:63]2[C:71]3[C:66](=[CH:67][CH:68]=[CH:69][CH:70]=3)[NH:65][CH:64]=2)[CH3:62])[CH2:54][CH2:53]1.[Cl:80][Si](C)(C)C. (5) Given the product [CH2:35]([O:34][C:32]1[CH:31]=[C:30]([C:42]2[CH:43]=[C:44]([NH:47][CH:8]=[C:9]3[C:17]4[C:12](=[CH:13][CH:14]=[CH:15][CH:16]=4)[NH:11][C:10]3=[O:18])[NH:45][N:46]=2)[CH:29]=[C:28]([O:27][CH2:20][C:21]2[CH:26]=[CH:25][CH:24]=[CH:23][CH:22]=2)[CH:33]=1)[C:36]1[CH:41]=[CH:40][CH:39]=[CH:38][CH:37]=1, predict the reactants needed to synthesize it. The reactants are: NC1C=CNN=1.O/[CH:8]=[C:9]1\[C:10](=[O:18])[NH:11][C:12]2[C:17]\1=[CH:16][CH:15]=[CH:14][CH:13]=2.Cl.[CH2:20]([O:27][C:28]1[CH:29]=[C:30]([C:42]2[CH:43]=[C:44]([NH2:47])[NH:45][N:46]=2)[CH:31]=[C:32]([O:34][CH2:35][C:36]2[CH:41]=[CH:40][CH:39]=[CH:38][CH:37]=2)[CH:33]=1)[C:21]1[CH:26]=[CH:25][CH:24]=[CH:23][CH:22]=1. (6) Given the product [CH2:1]([O:3][C:4](=[O:19])[C:5]([O:8][C:9]1[CH:14]=[CH:13][C:12]([CH:15]([NH:17][C:29]([C:28]2[C:23]([CH:20]3[CH2:22][CH2:21]3)=[N:24][C:25]([C:32]3[CH:33]=[CH:34][C:35]([C:38]([F:40])([F:41])[F:39])=[CH:36][CH:37]=3)=[N:26][CH:27]=2)=[O:30])[CH3:16])=[CH:11][C:10]=1[CH3:18])([CH3:6])[CH3:7])[CH3:2], predict the reactants needed to synthesize it. The reactants are: [CH2:1]([O:3][C:4](=[O:19])[C:5]([O:8][C:9]1[CH:14]=[CH:13][C:12]([CH:15]([NH2:17])[CH3:16])=[CH:11][C:10]=1[CH3:18])([CH3:7])[CH3:6])[CH3:2].[CH:20]1([C:23]2[C:28]([C:29](O)=[O:30])=[CH:27][N:26]=[C:25]([C:32]3[CH:37]=[CH:36][C:35]([C:38]([F:41])([F:40])[F:39])=[CH:34][CH:33]=3)[N:24]=2)[CH2:22][CH2:21]1.Cl.CN(C)CCCN=C=NCC. (7) Given the product [N:34]1[CH:35]=[CH:36][N:37]=[CH:38][C:33]=1[O:3][CH2:4][CH2:5][O:6][C:7]1[N:12]=[CH:11][N:10]=[C:9]([NH:13][S:14]([CH:17]=[CH:18][C:19]2[CH:24]=[CH:23][CH:22]=[CH:21][CH:20]=2)(=[O:15])=[O:16])[C:8]=1[C:25]1[CH:30]=[CH:29][C:28]([CH3:31])=[CH:27][CH:26]=1, predict the reactants needed to synthesize it. The reactants are: [H-].[Na+].[OH:3][CH2:4][CH2:5][O:6][C:7]1[N:12]=[CH:11][N:10]=[C:9]([NH:13][S:14]([CH:17]=[CH:18][C:19]2[CH:24]=[CH:23][CH:22]=[CH:21][CH:20]=2)(=[O:16])=[O:15])[C:8]=1[C:25]1[CH:30]=[CH:29][C:28]([CH3:31])=[CH:27][CH:26]=1.Cl[C:33]1[CH:38]=[N:37][CH:36]=[CH:35][N:34]=1. (8) Given the product [CH3:1][O:2][C:3]1[CH:4]=[C:5]2[C:10](=[CH:11][C:12]=1[O:13][CH3:14])[N:9]=[CH:8][CH:7]=[C:6]2[O:15][C:16]1[C:22]([CH3:23])=[CH:21][C:19]([NH:20][C:40](=[O:42])[O:57][CH:55]([C:54]2[CH:58]=[CH:59][CH:60]=[C:52]([Cl:51])[CH:53]=2)[CH3:56])=[C:18]([CH3:24])[CH:17]=1, predict the reactants needed to synthesize it. The reactants are: [CH3:1][O:2][C:3]1[CH:4]=[C:5]2[C:10](=[CH:11][C:12]=1[O:13][CH3:14])[N:9]=[CH:8][CH:7]=[C:6]2[O:15][C:16]1[C:22]([CH3:23])=[CH:21][C:19]([NH2:20])=[C:18]([CH3:24])[CH:17]=1.C1(C)C=CC=CC=1.C(N(CC)CC)C.Cl[C:40](Cl)([O:42]C(=O)OC(Cl)(Cl)Cl)Cl.[Cl:51][C:52]1[CH:53]=[C:54]([CH:58]=[CH:59][CH:60]=1)[CH:55]([OH:57])[CH3:56].